From a dataset of Reaction yield outcomes from USPTO patents with 853,638 reactions. Predict the reaction yield, written as a fraction of the theoretical maximum amount of product (1.0 means a 100% yield; for example, 0.34 means a 34% yield). (1) The reactants are [CH2:1]=[C:2]([C:4]1[CH:9]=[CH:8][CH:7]=[C:6]([C:10]([CH3:12])=[CH2:11])[C:5]=1[C:13]1[N:17]2[C:18]3[CH:19]=[CH:20][CH:21]=[CH:22][C:23]=3[C:24]3[CH:25]=[CH:26][C:27]([O:30][CH3:31])=[CH:28][C:29]=3[C:16]2=[N:15][CH:14]=1)[CH3:3]. The catalyst is C(O)C.[Pd].[Pt]. The product is [CH:10]([C:6]1[CH:7]=[CH:8][CH:9]=[C:4]([CH:2]([CH3:3])[CH3:1])[C:5]=1[C:13]1[N:17]2[C:18]3[CH:19]=[CH:20][CH:21]=[CH:22][C:23]=3[C:24]3[CH:25]=[CH:26][C:27]([O:30][CH3:31])=[CH:28][C:29]=3[C:16]2=[N:15][CH:14]=1)([CH3:11])[CH3:12]. The yield is 0.850. (2) The reactants are [C:1]([O:5][C:6]([N:8]1[CH2:12][C@H:11]([S:13][CH2:14][C:15]2[CH:20]=[CH:19][C:18]([O:21][CH3:22])=[CH:17][CH:16]=2)[CH2:10][C@H:9]1[CH2:23][NH:24][CH2:25][C:26]1[CH:31]=[C:30]([F:32])[CH:29]=[CH:28][C:27]=1[F:33])=[O:7])([CH3:4])([CH3:3])[CH3:2].C(N(C(C)C)C(C)C)C.Cl[C:44]([O:46][CH2:47][CH:48]1[C:60]2[CH:59]=[CH:58][CH:57]=[CH:56][C:55]=2[C:54]2[C:49]1=[CH:50][CH:51]=[CH:52][CH:53]=2)=[O:45].C([O-])(O)=O.[Na+]. The catalyst is C(Cl)Cl.CN(C1C=CN=CC=1)C. The product is [C:1]([O:5][C:6]([N:8]1[CH2:12][C@H:11]([S:13][CH2:14][C:15]2[CH:20]=[CH:19][C:18]([O:21][CH3:22])=[CH:17][CH:16]=2)[CH2:10][C@H:9]1[CH2:23][N:24]([CH2:25][C:26]1[CH:31]=[C:30]([F:32])[CH:29]=[CH:28][C:27]=1[F:33])[C:44]([O:46][CH2:47][CH:48]1[C:49]2[CH:50]=[CH:51][CH:52]=[CH:53][C:54]=2[C:55]2[C:60]1=[CH:59][CH:58]=[CH:57][CH:56]=2)=[O:45])=[O:7])([CH3:4])([CH3:2])[CH3:3]. The yield is 0.820. (3) The reactants are [CH3:1][C:2]1[CH:3]=[CH:4][C:5]2[C:6]([N:11]=1)=[N:7][CH:8]=[CH:9][N:10]=2.[Se](=O)=[O:13]. The catalyst is O1CCOCC1. The product is [N:10]1[CH:9]=[CH:8][N:7]=[C:6]2[N:11]=[C:2]([CH:1]=[O:13])[CH:3]=[CH:4][C:5]=12. The yield is 0.500.